From a dataset of Peptide-MHC class I binding affinity with 185,985 pairs from IEDB/IMGT. Regression. Given a peptide amino acid sequence and an MHC pseudo amino acid sequence, predict their binding affinity value. This is MHC class I binding data. (1) The peptide sequence is VPHVIEEVM. The MHC is HLA-B48:01 with pseudo-sequence HLA-B48:01. The binding affinity (normalized) is 0.0847. (2) The peptide sequence is FPQHVITKDV. The MHC is HLA-B51:01 with pseudo-sequence HLA-B51:01. The binding affinity (normalized) is 0.181. (3) The peptide sequence is LWYAQIQPHW. The MHC is HLA-A24:02 with pseudo-sequence HLA-A24:02. The binding affinity (normalized) is 0.762. (4) The peptide sequence is FQKDAKVLF. The MHC is HLA-A26:03 with pseudo-sequence HLA-A26:03. The binding affinity (normalized) is 0.0847. (5) The peptide sequence is IYWTIVKPGDI. The MHC is HLA-A01:01 with pseudo-sequence HLA-A01:01. The binding affinity (normalized) is 0. (6) The binding affinity (normalized) is 0.0847. The MHC is HLA-B27:05 with pseudo-sequence HLA-B27:05. The peptide sequence is YLKKWLNSF. (7) The peptide sequence is SLIIPNVTL. The MHC is HLA-A02:01 with pseudo-sequence HLA-A02:01. The binding affinity (normalized) is 0.898.